This data is from Reaction yield outcomes from USPTO patents with 853,638 reactions. The task is: Predict the reaction yield, written as a fraction of the theoretical maximum amount of product (1.0 means a 100% yield; for example, 0.34 means a 34% yield). (1) The reactants are [F:1][C:2]([F:19])([F:18])[O:3][C:4]1[CH:5]=[C:6]([CH:15]=[CH:16][CH:17]=1)[O:7][C:8]1[CH:9]=[C:10]([CH:12]=[CH:13][CH:14]=1)[NH2:11].[F:20][C:21]([F:34])([O:25][C:26]1[CH:27]=[C:28]([CH:31]=[CH:32][CH:33]=1)[CH:29]=O)[CH:22]([F:24])[F:23].C(O[BH-](O[C:45](=[O:47])[CH3:46])OC(=O)C)(=O)C.[Na+].C(O)(=O)C. The catalyst is ClC(Cl)C. The product is [F:1][C:2]([F:18])([F:19])[O:3][C:4]1[CH:5]=[C:6]([CH:15]=[CH:16][CH:17]=1)[O:7][C:8]1[CH:9]=[C:10]([N:11]([CH2:29][C:28]2[CH:31]=[CH:32][CH:33]=[C:26]([O:25][C:21]([F:34])([F:20])[CH:22]([F:24])[F:23])[CH:27]=2)[CH2:46][C@@H:45]([OH:47])[C:2]([F:19])([F:18])[F:1])[CH:12]=[CH:13][CH:14]=1. The yield is 1.00. (2) The reactants are [Br:1][C:2]1[CH:10]=[CH:9][CH:8]=[C:7]2[C:3]=1[C:4]([C:16]1[C:21](O)=[CH:20][CH:19]=[C:18]([O:23][CH3:24])[N:17]=1)([CH2:14][OH:15])[C:5](=[O:13])[N:6]2CO.C(P(CCCC)CCCC)CCC.N(C(OC(C)(C)C)=O)=NC(OC(C)(C)C)=O.[OH-].[NH4+]. The catalyst is O1CCCC1. The product is [Br:1][C:2]1[CH:10]=[CH:9][CH:8]=[C:7]2[C:3]=1[C:4]1([C:16]3=[N:17][C:18]([O:23][CH3:24])=[CH:19][CH:20]=[C:21]3[O:15][CH2:14]1)[C:5](=[O:13])[NH:6]2. The yield is 0.420. (3) The reactants are C([N:8]1[CH2:13][CH2:12][C:11]2([C:17]3=[N:18][CH:19]=[CH:20][CH:21]=[C:16]3[CH2:15][O:14]2)[CH2:10][CH2:9]1)C1C=CC=CC=1. The catalyst is C(O)C.[Pd]. The product is [NH:8]1[CH2:9][CH2:10][C:11]2([C:17]3=[N:18][CH:19]=[CH:20][CH:21]=[C:16]3[CH2:15][O:14]2)[CH2:12][CH2:13]1. The yield is 0.910. (4) The reactants are [C:1]1([NH:7][C:8]([N:10]2[CH2:15][CH2:14][CH:13]([C:16]3[CH:21]=[C:20]([F:22])[C:19]([O:23]CC4C=CC=CC=4)=[CH:18][C:17]=3[O:31]CC3C=CC=CC=3)[CH2:12][CH2:11]2)=[O:9])C=CC=C[CH:2]=1.CO. The catalyst is C(OCC)(=O)C.[Pd]. The product is [C:16]1([C@@H:1]([NH:7][C:8]([N:10]2[CH2:11][CH2:12][CH:13]([C:16]3[CH:21]=[C:20]([F:22])[C:19]([OH:23])=[CH:18][C:17]=3[OH:31])[CH2:14][CH2:15]2)=[O:9])[CH3:2])[CH:21]=[CH:20][CH:19]=[CH:18][CH:17]=1. The yield is 0.720. (5) The reactants are [C:1]1([C@H:7]([NH:26][C:27]([O:29][C@@H:30]2[CH:35]3[CH2:36][CH2:37][N:32]([CH2:33][CH2:34]3)[CH2:31]2)=[O:28])[C:8]2[CH:9]=[C:10]([CH:23]=[CH:24][CH:25]=2)[O:11][CH2:12][C:13]2[CH:22]=[CH:21][C:16]([C:17]([O:19]C)=[O:18])=[CH:15][CH:14]=2)[CH:6]=[CH:5][CH:4]=[CH:3][CH:2]=1.[OH-].[Li+].Cl. The catalyst is C1COCC1. The product is [C:1]1([C@H:7]([NH:26][C:27]([O:29][C@@H:30]2[CH:35]3[CH2:36][CH2:37][N:32]([CH2:33][CH2:34]3)[CH2:31]2)=[O:28])[C:8]2[CH:9]=[C:10]([CH:23]=[CH:24][CH:25]=2)[O:11][CH2:12][C:13]2[CH:14]=[CH:15][C:16]([C:17]([OH:19])=[O:18])=[CH:21][CH:22]=2)[CH:6]=[CH:5][CH:4]=[CH:3][CH:2]=1. The yield is 0.840.